Dataset: Full USPTO retrosynthesis dataset with 1.9M reactions from patents (1976-2016). Task: Predict the reactants needed to synthesize the given product. Given the product [F:1][C:2]1[CH:3]=[C:4]([N:9]2[CH2:13][C@H:12]([CH2:14][O:15][S:25]([CH3:24])(=[O:27])=[O:26])[O:11][C:10]2=[O:16])[CH:5]=[CH:6][C:7]=1[I:8], predict the reactants needed to synthesize it. The reactants are: [F:1][C:2]1[CH:3]=[C:4]([N:9]2[CH2:13][CH:12]([CH2:14][OH:15])[O:11][C:10]2=[O:16])[CH:5]=[CH:6][C:7]=1[I:8].C(N(CC)CC)C.[CH3:24][S:25](Cl)(=[O:27])=[O:26].